This data is from Reaction yield outcomes from USPTO patents with 853,638 reactions. The task is: Predict the reaction yield, written as a fraction of the theoretical maximum amount of product (1.0 means a 100% yield; for example, 0.34 means a 34% yield). (1) The reactants are C([O:3][C:4](=O)[C:5]([OH:23])([C:19]([F:22])([F:21])[F:20])[CH2:6][C:7]([C:10]1[CH:15]=[C:14]([F:16])[CH:13]=[CH:12][C:11]=1[O:17][CH3:18])([CH3:9])[CH3:8])C.[H-].[Al+3].[Li+].[H-].[H-].[H-]. The catalyst is C1COCC1. The product is [F:16][C:14]1[CH:13]=[CH:12][C:11]([O:17][CH3:18])=[C:10]([C:7]([CH3:9])([CH3:8])[CH2:6][C:5]([C:19]([F:21])([F:22])[F:20])([OH:23])[CH2:4][OH:3])[CH:15]=1. The yield is 0.920. (2) The reactants are CN1CCN(C2C=CC(NC3C4N(N=CN=4)C(C4C=C(C(N)=O)SC=4)=CN=3)=CC=2)CC1.[C:32]([O:36][C:37](=[O:61])[N:38]([C:51]1[C:52]2[N:53]([N:58]=[CH:59][N:60]=2)[C:54](Br)=[CH:55][N:56]=1)[C:39]1[CH:44]=[CH:43][C:42]([N:45]2[CH2:50][CH2:49][O:48][CH2:47][CH2:46]2)=[CH:41][CH:40]=1)([CH3:35])([CH3:34])[CH3:33].[O:62]=[S:63]1(=[O:82])[C:67]2[CH:68]=[C:69](B3OC(C)(C)C(C)(C)O3)[CH:70]=[CH:71][C:66]=2[C:65](=[O:81])[NH:64]1.C([O-])([O-])=O.[Na+].[Na+]. The catalyst is O1CCOCC1.C1C=CC([P]([Pd]([P](C2C=CC=CC=2)(C2C=CC=CC=2)C2C=CC=CC=2)([P](C2C=CC=CC=2)(C2C=CC=CC=2)C2C=CC=CC=2)[P](C2C=CC=CC=2)(C2C=CC=CC=2)C2C=CC=CC=2)(C2C=CC=CC=2)C2C=CC=CC=2)=CC=1. The product is [C:32]([O:36][C:37](=[O:61])[N:38]([C:39]1[CH:44]=[CH:43][C:42]([N:45]2[CH2:50][CH2:49][O:48][CH2:47][CH2:46]2)=[CH:41][CH:40]=1)[C:51]1[C:52]2[N:53]([N:58]=[CH:59][N:60]=2)[C:54]([C:69]2[CH:70]=[CH:71][C:66]3[C:65](=[O:81])[NH:64][S:63](=[O:62])(=[O:82])[C:67]=3[CH:68]=2)=[CH:55][N:56]=1)([CH3:35])([CH3:34])[CH3:33]. The yield is 0.440. (3) The reactants are [N:1]1[C:10]2[C:5](=[CH:6][CH:7]=[CH:8][C:9]=2[O:11][CH2:12][C:13]([O:15]CC)=O)[CH:4]=[CH:3][CH:2]=1.[NH2:18][CH2:19][C@@H:20]([OH:32])[CH2:21][N:22]1[CH2:31][CH2:30][C:29]2[C:24](=[CH:25][CH:26]=[CH:27][CH:28]=2)[CH2:23]1. The catalyst is CCO. The product is [CH2:23]1[C:24]2[C:29](=[CH:28][CH:27]=[CH:26][CH:25]=2)[CH2:30][CH2:31][N:22]1[CH2:21][C@H:20]([OH:32])[CH2:19][NH:18][C:13](=[O:15])[CH2:12][O:11][C:9]1[CH:8]=[CH:7][CH:6]=[C:5]2[C:10]=1[N:1]=[CH:2][CH:3]=[CH:4]2. The yield is 0.400. (4) The reactants are [CH2:1]([O:3][C:4](=[O:18])[CH2:5][N:6]([CH2:8][CH2:9][C@H:10]([OH:17])[C:11]1[CH:16]=[CH:15][CH:14]=[CH:13][CH:12]=1)[CH3:7])[CH3:2].[C:19]1([C:25]2[CH:30]=[CH:29][C:28](O)=[CH:27][CH:26]=2)[CH:24]=[CH:23][CH:22]=[CH:21][CH:20]=1. The catalyst is C(Cl)(Cl)Cl. The product is [CH2:1]([O:3][C:4](=[O:18])[CH2:5][N:6]([CH2:8][CH2:9][C@H:10]([C:11]1[CH:16]=[CH:15][CH:14]=[CH:13][CH:12]=1)[O:17][C:28]1[CH:29]=[CH:30][C:25]([C:19]2[CH:24]=[CH:23][CH:22]=[CH:21][CH:20]=2)=[CH:26][CH:27]=1)[CH3:7])[CH3:2]. The yield is 0.220. (5) The reactants are C([O:3][C:4](=[O:24])[CH2:5][N:6]1[C:10]2([CH2:15][CH2:14][CH2:13][CH2:12][CH2:11]2)[N:9]=[C:8]([C:16]2[CH:21]=[CH:20][CH:19]=[C:18]([Cl:22])[CH:17]=2)[C:7]1=[O:23])C.[OH-].[Na+]. The catalyst is CO.O. The product is [Cl:22][C:18]1[CH:17]=[C:16]([C:8]2[C:7](=[O:23])[N:6]([CH2:5][C:4]([OH:24])=[O:3])[C:10]3([CH2:15][CH2:14][CH2:13][CH2:12][CH2:11]3)[N:9]=2)[CH:21]=[CH:20][CH:19]=1. The yield is 0.650. (6) The catalyst is CN(C=O)C. The product is [CH3:15][N:1]1[C:5]2=[N:6][CH:7]=[C:8]([C:10]#[N:11])[CH:9]=[C:4]2[CH:3]=[CH:2]1. The yield is 1.00. The reactants are [NH:1]1[C:5]2=[N:6][CH:7]=[C:8]([C:10]#[N:11])[CH:9]=[C:4]2[CH:3]=[CH:2]1.[H-].[Na+].I[CH3:15].O. (7) The reactants are BrC1C=C(N[C:13]([C:15]2[CH:24]=[CH:23][C:18]([C:19]([O:21][CH3:22])=[O:20])=[CH:17][CH:16]=2)=[O:14])C=C(Br)C=1OCC.C(Cl)CCl.[CH2:29]([O:31][C:32]1[C:38]([C:39]([F:42])([F:41])[F:40])=[CH:37][C:35]([NH2:36])=[CH:34][C:33]=1[C:43]([F:46])([F:45])[F:44])[CH3:30]. The catalyst is C(Cl)Cl.CN(C1C=CN=CC=1)C.CCOC(C)=O. The product is [CH2:29]([O:31][C:32]1[C:33]([C:43]([F:44])([F:45])[F:46])=[CH:34][C:35]([NH:36][C:13]([C:15]2[CH:24]=[CH:23][C:18]([C:19]([O:21][CH3:22])=[O:20])=[CH:17][CH:16]=2)=[O:14])=[CH:37][C:38]=1[C:39]([F:40])([F:41])[F:42])[CH3:30]. The yield is 0.280.